From a dataset of NCI-60 drug combinations with 297,098 pairs across 59 cell lines. Regression. Given two drug SMILES strings and cell line genomic features, predict the synergy score measuring deviation from expected non-interaction effect. (1) Drug 2: CN(C(=O)NC(C=O)C(C(C(CO)O)O)O)N=O. Cell line: SF-295. Drug 1: CC(CN1CC(=O)NC(=O)C1)N2CC(=O)NC(=O)C2. Synergy scores: CSS=31.0, Synergy_ZIP=-9.21, Synergy_Bliss=-2.08, Synergy_Loewe=0.214, Synergy_HSA=0.676. (2) Drug 1: CC12CCC(CC1=CCC3C2CCC4(C3CC=C4C5=CN=CC=C5)C)O. Drug 2: CC1=C(N=C(N=C1N)C(CC(=O)N)NCC(C(=O)N)N)C(=O)NC(C(C2=CN=CN2)OC3C(C(C(C(O3)CO)O)O)OC4C(C(C(C(O4)CO)O)OC(=O)N)O)C(=O)NC(C)C(C(C)C(=O)NC(C(C)O)C(=O)NCCC5=NC(=CS5)C6=NC(=CS6)C(=O)NCCC[S+](C)C)O. Cell line: UACC-257. Synergy scores: CSS=5.00, Synergy_ZIP=-1.50, Synergy_Bliss=0.0232, Synergy_Loewe=-1.45, Synergy_HSA=-0.649. (3) Drug 1: COC1=C(C=C2C(=C1)N=CN=C2NC3=CC(=C(C=C3)F)Cl)OCCCN4CCOCC4. Drug 2: CC12CCC3C(C1CCC2OP(=O)(O)O)CCC4=C3C=CC(=C4)OC(=O)N(CCCl)CCCl.[Na+]. Cell line: NCI/ADR-RES. Synergy scores: CSS=12.8, Synergy_ZIP=-4.33, Synergy_Bliss=-2.36, Synergy_Loewe=-25.3, Synergy_HSA=-2.26. (4) Drug 1: C1=NC2=C(N=C(N=C2N1C3C(C(C(O3)CO)O)F)Cl)N. Drug 2: CC12CCC3C(C1CCC2O)C(CC4=C3C=CC(=C4)O)CCCCCCCCCS(=O)CCCC(C(F)(F)F)(F)F. Cell line: IGROV1. Synergy scores: CSS=-2.89, Synergy_ZIP=0.911, Synergy_Bliss=-0.552, Synergy_Loewe=-3.28, Synergy_HSA=-3.05.